Dataset: Peptide-MHC class I binding affinity with 185,985 pairs from IEDB/IMGT. Task: Regression. Given a peptide amino acid sequence and an MHC pseudo amino acid sequence, predict their binding affinity value. This is MHC class I binding data. (1) The MHC is HLA-B07:02 with pseudo-sequence HLA-B07:02. The binding affinity (normalized) is 0. The peptide sequence is EENLLDFVRF. (2) The MHC is HLA-B18:01 with pseudo-sequence HLA-B18:01. The peptide sequence is VESSSKLWA. The binding affinity (normalized) is 0.341. (3) The peptide sequence is ATFSVPMEK. The binding affinity (normalized) is 0.0847. The MHC is HLA-A26:01 with pseudo-sequence HLA-A26:01. (4) The binding affinity (normalized) is 0.0847. The MHC is HLA-A30:01 with pseudo-sequence HLA-A30:01. The peptide sequence is IYSAEFKNY. (5) The binding affinity (normalized) is 0.0847. The MHC is HLA-A26:01 with pseudo-sequence HLA-A26:01. The peptide sequence is VVRVRRELL.